From a dataset of Forward reaction prediction with 1.9M reactions from USPTO patents (1976-2016). Predict the product of the given reaction. (1) Given the reactants [Br:1][C:2]1[CH:3]=[N:4][C:5]2[N:6]([N:8]=[C:9]([C:11]([OH:13])=O)[CH:10]=2)[CH:7]=1.[N:14]1[CH:19]=[CH:18][CH:17]=[C:16]([C:20]2[N:24]3[CH2:25][CH2:26][NH:27][CH2:28][C:23]3=[N:22][N:21]=2)[CH:15]=1, predict the reaction product. The product is: [Br:1][C:2]1[CH:3]=[N:4][C:5]2[N:6]([N:8]=[C:9]([C:11]([N:27]3[CH2:26][CH2:25][N:24]4[C:20]([C:16]5[CH:15]=[N:14][CH:19]=[CH:18][CH:17]=5)=[N:21][N:22]=[C:23]4[CH2:28]3)=[O:13])[CH:10]=2)[CH:7]=1. (2) Given the reactants [OH:1][C:2]1[C:7]([CH2:8][CH:9]=[C:10]([CH3:12])[CH3:11])=[C:6]([OH:13])[C:5]([CH2:14][CH:15]=[C:16]([CH3:18])[CH3:17])=[C:4](O)[C:3]=1[C:20](=[O:23])[CH2:21][CH3:22].C(=O)([O-])[O-].[K+].[K+].[F:30][C:31]1[CH:32]=[C:33]([CH:37]=[CH:38][C:39]=1[F:40])[C:34](Cl)=[O:35], predict the reaction product. The product is: [F:30][C:31]1[CH:32]=[C:33]([C:34]2[O:35][C:4]3[C:5]([CH2:14][CH:15]=[C:16]([CH3:18])[CH3:17])=[C:6]([OH:13])[C:7]([CH2:8][CH:9]=[C:10]([CH3:12])[CH3:11])=[C:2]([OH:1])[C:3]=3[C:20](=[O:23])[C:21]=2[CH3:22])[CH:37]=[CH:38][C:39]=1[F:40]. (3) Given the reactants O.[CH2:2]([O:4][C:5](=[O:16])[C:6]1[CH:11]=[CH:10][C:9](I)=[C:8]([N+:13]([O-:15])=[O:14])[CH:7]=1)[CH3:3].CCOC(C)=O.[CH3:23][N:24]1C(=O)CCC1, predict the reaction product. The product is: [C:23]([C:9]1[CH:10]=[CH:11][C:6]([C:5]([O:4][CH2:2][CH3:3])=[O:16])=[CH:7][C:8]=1[N+:13]([O-:15])=[O:14])#[N:24]. (4) Given the reactants [Cl:1][C:2]1[CH:3]=[C:4]2[C@@:11]3([CH2:15][CH2:14][N:13]([C:16]([O:18][C:19](C)(C)C)=[O:17])[CH2:12]3)[CH2:10][NH:9][C:5]2=[CH:6][C:7]=1[Cl:8].ClC([O:26][CH3:27])=O.Cl.[NH2:29][C:30]1[S:31][C:32]([F:35])=[CH:33][N:34]=1, predict the reaction product. The product is: [Cl:1][C:2]1[CH:3]=[C:4]2[C@@:11]3([CH2:15][CH2:14][N:13]([C:16]([O:18][CH3:19])=[O:17])[CH2:12]3)[CH2:10][N:9]([C:27](=[O:26])[NH:29][C:30]3[S:31][C:32]([F:35])=[CH:33][N:34]=3)[C:5]2=[CH:6][C:7]=1[Cl:8]. (5) Given the reactants [CH2:1]([N:8]1[CH2:13][CH2:12][C:11](=[O:14])[CH2:10][CH2:9]1)[C:2]1[CH:7]=[CH:6][CH:5]=[CH:4][CH:3]=1.OC(C)(C)[C:17]#[N:18].C([O-])([O-])=O.[K+].[K+], predict the reaction product. The product is: [CH2:1]([N:8]1[CH2:13][CH2:12][C:11]([OH:14])([C:17]#[N:18])[CH2:10][CH2:9]1)[C:2]1[CH:3]=[CH:4][CH:5]=[CH:6][CH:7]=1.